This data is from Full USPTO retrosynthesis dataset with 1.9M reactions from patents (1976-2016). The task is: Predict the reactants needed to synthesize the given product. (1) Given the product [ClH:1].[ClH:1].[CH2:25]([NH:17][C@H:14]1[CH2:15][CH2:16][N:12]([C:10]2[C:9]3[C:4](=[CH:5][CH:6]=[CH:7][CH:8]=3)[N:3]=[C:2]([NH:36][C:34]3[CH:35]=[C:30]([C:29]([F:28])([F:38])[F:39])[CH:31]=[C:32]([NH2:37])[CH:33]=3)[N:11]=2)[CH2:13]1)[CH2:26][CH3:27], predict the reactants needed to synthesize it. The reactants are: [Cl:1][C:2]1[N:11]=[C:10]([N:12]2[CH2:16][CH2:15][C@H:14]([N:17]([CH2:25][CH2:26][CH3:27])C(=O)OC(C)(C)C)[CH2:13]2)[C:9]2[C:4](=[CH:5][CH:6]=[CH:7][CH:8]=2)[N:3]=1.[F:28][C:29]([F:39])([F:38])[C:30]1[CH:31]=[C:32]([NH2:37])[CH:33]=[C:34]([NH2:36])[CH:35]=1. (2) The reactants are: [CH:1]1([CH2:4][O:5][C:6]2([C:30]3[CH:35]=[CH:34][CH:33]=[CH:32][C:31]=3[CH3:36])[CH2:9][N:8]([C:10](=[O:29])[C@H:11]([NH:21]C(=O)OC(C)(C)C)[CH2:12][C:13]3[CH:18]=[CH:17][C:16]([O:19][CH3:20])=[CH:15][CH:14]=3)[CH2:7]2)[CH2:3][CH2:2]1.[ClH:37]. Given the product [ClH:37].[NH2:21][C@H:11]([CH2:12][C:13]1[CH:18]=[CH:17][C:16]([O:19][CH3:20])=[CH:15][CH:14]=1)[C:10]([N:8]1[CH2:7][C:6]([O:5][CH2:4][CH:1]2[CH2:2][CH2:3]2)([C:30]2[CH:35]=[CH:34][CH:33]=[CH:32][C:31]=2[CH3:36])[CH2:9]1)=[O:29], predict the reactants needed to synthesize it.